From a dataset of Cav3 T-type calcium channel HTS with 100,875 compounds. Binary Classification. Given a drug SMILES string, predict its activity (active/inactive) in a high-throughput screening assay against a specified biological target. (1) The drug is s1c2c(n3c1nnc3SCc1oc(cc1)C(OC)=O)cccc2. The result is 0 (inactive). (2) The drug is FC(F)(F)c1nccc2n(CCCCC)ccc(=O)c12. The result is 0 (inactive). (3) The compound is Oc1c(n2c(c(c3ccccc3)c(=O)nc2C)C)cccc1. The result is 0 (inactive). (4) The molecule is Clc1ccc(NC(=O)C(Sc2[nH]c(=O)c(Cc3ccccc3)c(O)n2)C)cc1. The result is 0 (inactive). (5) The molecule is S(C=1NC(=O)CC(C1C#N)c1occc1)CC(=O)Nc1ccc(cc1)C. The result is 0 (inactive).